Predict the product of the given reaction. From a dataset of Forward reaction prediction with 1.9M reactions from USPTO patents (1976-2016). (1) Given the reactants [NH2:1][C:2]1[N:7]([C:8]2[CH:9]=[C:10]([CH:13]=[CH:14][CH:15]=2)[C:11]#[N:12])[C:6](=[S:16])[NH:5][C:4](=[O:17])[CH:3]=1.[N:18]([O-])=[O:19].[Na+], predict the reaction product. The product is: [NH2:1][C:2]1[N:7]([C:8]2[CH:9]=[C:10]([CH:13]=[CH:14][CH:15]=2)[C:11]#[N:12])[C:6](=[S:16])[NH:5][C:4](=[O:17])[C:3]=1[N:18]=[O:19]. (2) The product is: [CH:14]([C:16]1[NH:10][C:6]2[CH:7]=[CH:8][CH:9]=[C:4]([C:3]([OH:2])=[O:12])[C:5]=2[N:11]=1)([CH3:15])[CH3:13]. Given the reactants C[O:2][C:3](=[O:12])[C:4]1[CH:9]=[CH:8][CH:7]=[C:6]([NH2:10])[C:5]=1[NH2:11].[C:13](O)(=O)[CH:14]([CH3:16])[CH3:15].[OH-].[Na+], predict the reaction product. (3) Given the reactants [CH3:1][O:2][C:3]1[CH:4]=[CH:5][C:6]2[NH:12][C:11](=O)[CH2:10][NH:9][C:8](=O)[C:7]=2[CH:15]=1.[H-].[Al+3].[Li+].[H-].[H-].[H-], predict the reaction product. The product is: [CH3:1][O:2][C:3]1[CH:4]=[CH:5][C:6]2[NH:12][CH2:11][CH2:10][NH:9][CH2:8][C:7]=2[CH:15]=1. (4) Given the reactants [CH2:1]([O:3][C:4](=[O:22])[CH2:5][C:6]1[CH:11]=[CH:10][CH:9]=[C:8]([O:12][C:13]2[CH:18]=[CH:17][C:16]([F:19])=[CH:15][C:14]=2[CH2:20]O)[CH:7]=1)[CH3:2].P(Br)(Br)[Br:24], predict the reaction product. The product is: [CH2:1]([O:3][C:4](=[O:22])[CH2:5][C:6]1[CH:11]=[CH:10][CH:9]=[C:8]([O:12][C:13]2[CH:18]=[CH:17][C:16]([F:19])=[CH:15][C:14]=2[CH2:20][Br:24])[CH:7]=1)[CH3:2]. (5) Given the reactants Br[CH2:2][C:3]1[CH:11]=[CH:10][C:6]([C:7]([OH:9])=[O:8])=[CH:5][CH:4]=1.[C:12](=O)([O-])[O-].[K+].[K+].[NH:18]1[CH2:23][CH2:22][O:21][CH2:20][CH2:19]1, predict the reaction product. The product is: [O:21]1[CH2:22][CH2:23][N:18]([CH2:2][C:3]2[CH:11]=[CH:10][C:6]([C:7]([O:9][CH3:12])=[O:8])=[CH:5][CH:4]=2)[CH2:19][CH2:20]1. (6) Given the reactants [C:1]([OH:7])(=[O:6])[CH2:2][CH2:3][CH:4]=[CH2:5].[CH:8]1[CH:9]=[CH:10][C:11]2N(O)N=N[C:12]=2[CH:13]=1.C(Cl)CCl.NC1C=[CH:27][CH:26]=[CH:25][C:24]=1[C@H:29]([OH:31])C.[CH3:32][CH2:33][N:34](C(C)C)C(C)C, predict the reaction product. The product is: [C:1]([O:7][C@H:32]([C:12]1[CH:11]=[CH:10][CH:9]=[CH:8][CH:13]=1)[CH2:33][NH:34][C:29](=[O:31])[CH2:24][CH2:25][CH:26]=[CH2:27])(=[O:6])[CH2:2][CH2:3][CH:4]=[CH2:5].